From a dataset of Reaction yield outcomes from USPTO patents with 853,638 reactions. Predict the reaction yield, written as a fraction of the theoretical maximum amount of product (1.0 means a 100% yield; for example, 0.34 means a 34% yield). The reactants are C(OC([N:8]1[CH2:12][CH2:11][CH2:10][C@@H:9]1[CH2:13][O:14][C:15]1[CH:20]=[CH:19][C:18]([CH2:21][C:22]2[CH:27]=[CH:26][C:25]([I:28])=[CH:24][CH:23]=2)=[CH:17][CH:16]=1)=O)(C)(C)C.[ClH:29].CCOCC. The catalyst is O1CCOCC1. The product is [ClH:29].[I:28][C:25]1[CH:26]=[CH:27][C:22]([CH2:21][C:18]2[CH:19]=[CH:20][C:15]([O:14][CH2:13][C@H:9]3[CH2:10][CH2:11][CH2:12][NH:8]3)=[CH:16][CH:17]=2)=[CH:23][CH:24]=1. The yield is 0.950.